Dataset: Catalyst prediction with 721,799 reactions and 888 catalyst types from USPTO. Task: Predict which catalyst facilitates the given reaction. (1) Reactant: [F:1][C:2]1[CH:26]=[C:25]([F:27])[CH:24]=[C:23]([F:28])[C:3]=1[C:4]([NH:6][C:7]1[CH:12]=[CH:11][C:10]([C:13]2[N:17]([CH3:18])[N:16]=[C:15]([C:19]([F:22])([F:21])[F:20])[CH:14]=2)=[CH:9][CH:8]=1)=O.Cl.C(OCC)(=O)C. Product: [CH3:18][N:17]1[C:13]([C:10]2[CH:11]=[CH:12][C:7]([NH:6][CH2:4][C:3]3[C:2]([F:1])=[CH:26][C:25]([F:27])=[CH:24][C:23]=3[F:28])=[CH:8][CH:9]=2)=[CH:14][C:15]([C:19]([F:22])([F:20])[F:21])=[N:16]1. The catalyst class is: 1. (2) Reactant: [CH3:1][C:2]1[NH:6][N:5]=[C:4]([OH:7])[C:3]=1[C:8]1[C:17]2[C:12](=[CH:13][CH:14]=[CH:15][CH:16]=2)[CH:11]=[CH:10][CH:9]=1.Br[C:19]([CH3:26])([CH3:25])[C:20]([O:22][CH2:23][CH3:24])=[O:21].C(=O)([O-])[O-].[K+].[K+].O. Product: [CH3:25][C:19]([O:7][C:4]1[C:3]([C:8]2[C:17]3[C:12](=[CH:13][CH:14]=[CH:15][CH:16]=3)[CH:11]=[CH:10][CH:9]=2)=[C:2]([CH3:1])[NH:6][N:5]=1)([CH3:26])[C:20]([O:22][CH2:23][CH3:24])=[O:21]. The catalyst class is: 3. (3) Reactant: [C:1](OC(=O)C)(=[O:3])[CH3:2].Cl.[Cl:9][C:10]1[C:11]([F:36])=[C:12]([CH:33]=[CH:34][CH:35]=1)[NH:13][C:14]1[C:23]2[C:18](=[CH:19][C:20]([O:31][CH3:32])=[C:21]([O:24][C@H:25]3[CH2:30][CH2:29][CH2:28][NH:27][CH2:26]3)[CH:22]=2)[N:17]=[CH:16][N:15]=1.C(N(C(C)C)CC)(C)C. The catalyst class is: 2. Product: [C:1]([N:27]1[CH2:28][CH2:29][CH2:30][C@H:25]([O:24][C:21]2[CH:22]=[C:23]3[C:18](=[CH:19][C:20]=2[O:31][CH3:32])[N:17]=[CH:16][N:15]=[C:14]3[NH:13][C:12]2[CH:33]=[CH:34][CH:35]=[C:10]([Cl:9])[C:11]=2[F:36])[CH2:26]1)(=[O:3])[CH3:2].